Dataset: Reaction yield outcomes from USPTO patents with 853,638 reactions. Task: Predict the reaction yield, written as a fraction of the theoretical maximum amount of product (1.0 means a 100% yield; for example, 0.34 means a 34% yield). (1) The reactants are Cl.[Cl:2][C:3]1[CH:8]=[CH:7][N:6]=[C:5]([C:9]([O:11]C)=O)[CH:4]=1.[CH3:13][NH2:14]. The catalyst is CO.C1COCC1. The product is [Cl:2][C:3]1[CH:8]=[CH:7][N:6]=[C:5]([C:9]([NH:14][CH3:13])=[O:11])[CH:4]=1. The yield is 0.970. (2) The reactants are C(=O)([O-])[O-:2].[K+].[K+].[Cl:7][C:8]1[CH:13]=[CH:12][C:11]([C:14]2[NH:15][C:16]3[N:17]([N:21]=[C:22]([CH2:26][CH3:27])[C:23]=3[C:24]#[N:25])[C:18](=[O:20])[CH:19]=2)=[CH:10][C:9]=1[O:28][CH3:29]. The catalyst is CO.OO.CS(C)=O. The product is [Cl:7][C:8]1[CH:13]=[CH:12][C:11]([C:14]2[NH:15][C:16]3[N:17]([N:21]=[C:22]([CH2:26][CH3:27])[C:23]=3[C:24]([NH2:25])=[O:2])[C:18](=[O:20])[CH:19]=2)=[CH:10][C:9]=1[O:28][CH3:29]. The yield is 0.830. (3) The reactants are [C:1]([NH:5][C:6]1[CH:11]=[CH:10][C:9]([N+:12]([O-:14])=[O:13])=[CH:8][CH:7]=1)([CH3:4])([CH3:3])[CH3:2].[Br:15]Br. The catalyst is CC(O)=O. The product is [Br:15][C:11]1[CH:10]=[C:9]([N+:12]([O-:14])=[O:13])[CH:8]=[CH:7][C:6]=1[NH:5][C:1]([CH3:4])([CH3:2])[CH3:3]. The yield is 0.430. (4) The reactants are [CH3:1][N:2]1[CH2:7][C:6](=[O:8])[NH:5][C:4]2[CH:9]=[C:10]([C:13](OC)=[O:14])[CH:11]=[N:12][C:3]1=2.[H-].[Na+].[H-].[Al+3].[Li+].[H-].[H-].[H-].CO. The yield is 0.950. The catalyst is O1CCCC1.O.C(OCC)(=O)C. The product is [OH:14][CH2:13][C:10]1[CH:11]=[N:12][C:3]2[N:2]([CH3:1])[CH2:7][C:6](=[O:8])[NH:5][C:4]=2[CH:9]=1. (5) The reactants are [NH2:1]/[C:2](/[CH3:9])=[CH:3]\[C:4]([O:6][CH2:7][CH3:8])=[O:5].C(O/[CH:13]=[CH:14]/[C:15](=O)[C:16]([F:19])([F:18])[F:17])C.O. The catalyst is C(O)(=O)C. The product is [CH3:9][C:2]1[N:1]=[C:15]([C:16]([F:19])([F:18])[F:17])[CH:14]=[CH:13][C:3]=1[C:4]([O:6][CH2:7][CH3:8])=[O:5]. The yield is 0.720.